The task is: Predict the reactants needed to synthesize the given product.. This data is from Full USPTO retrosynthesis dataset with 1.9M reactions from patents (1976-2016). (1) Given the product [C:1]([C:3]1[CH:8]=[CH:7][C:6]([C:9]2[N:14]=[C:13]([C@H:15]([O:20][C:21]3[CH:26]=[CH:25][C:24]([O:27][CH2:28][C:29]([OH:31])=[O:30])=[C:23]([CH3:34])[CH:22]=3)[CH2:16][O:17][CH2:18][CH3:19])[CH:12]=[CH:11][CH:10]=2)=[CH:5][CH:4]=1)#[N:2], predict the reactants needed to synthesize it. The reactants are: [C:1]([C:3]1[CH:8]=[CH:7][C:6]([C:9]2[N:14]=[C:13]([C@H:15]([O:20][C:21]3[CH:26]=[CH:25][C:24]([O:27][CH2:28][C:29]([O:31]CC)=[O:30])=[C:23]([CH3:34])[CH:22]=3)[CH2:16][O:17][CH2:18][CH3:19])[CH:12]=[CH:11][CH:10]=2)=[CH:5][CH:4]=1)#[N:2].O.[OH-].[Na+].Cl. (2) The reactants are: [I:1][C:2]1[CH:10]=[C:6]([C:7]([OH:9])=O)[C:5]([OH:11])=[CH:4][CH:3]=1.[CH2:12](Br)[C:13]1[CH:18]=[CH:17][CH:16]=[CH:15][CH:14]=1.C(=O)([O-])[O-].[K+].[K+].CN(C)[CH:28]=[O:29]. Given the product [CH2:12]([O:11][C:5]1[CH:4]=[CH:3][C:2]([I:1])=[CH:10][C:6]=1[C:7]([O:29][CH2:28][C:2]1[CH:10]=[CH:6][CH:5]=[CH:4][CH:3]=1)=[O:9])[C:13]1[CH:18]=[CH:17][CH:16]=[CH:15][CH:14]=1, predict the reactants needed to synthesize it. (3) Given the product [C:24]([NH:1][C@@H:2]1[CH2:6][C@H:5]([CH2:11][OH:14])[CH:4]=[CH:3]1)([O:26][C:27]([CH3:28])([CH3:29])[CH3:30])=[O:25], predict the reactants needed to synthesize it. The reactants are: [NH2:1][C@:2]1(C)[CH2:6][C@H:5](O)[CH:4]=[CH:3]1.[OH-].[Na+].[C:11]([O-:14])(O)=O.[Na+].[CH3:28][C:27]([O:26][C:24](O[C:24]([O:26][C:27]([CH3:30])([CH3:29])[CH3:28])=[O:25])=[O:25])([CH3:30])[CH3:29]. (4) Given the product [F:37][C:38]1[CH:39]=[C:40]2[C:44](=[CH:45][CH:46]=1)[NH:43][CH:42]=[C:41]2[CH:47]=[C:15]1[C:14]2[N:10]([C:11]([C:18]3[CH:23]=[CH:22][CH:21]=[CH:20][CH:19]=3)=[N:12][N:13]=2)[C:9]2[CH:24]=[CH:25][CH:26]=[CH:27][C:8]=2[N:7]([CH2:6][C:5]([N:4]([CH:1]([CH3:3])[CH3:2])[C:29]2[CH:30]=[N:31][C:32]([O:35][CH3:36])=[CH:33][CH:34]=2)=[O:28])[C:16]1=[O:17], predict the reactants needed to synthesize it. The reactants are: [CH:1]([N:4]([C:29]1[CH:30]=[N:31][C:32]([O:35][CH3:36])=[CH:33][CH:34]=1)[C:5](=[O:28])[CH2:6][N:7]1[C:16](=[O:17])[CH2:15][C:14]2[N:10]([C:11]([C:18]3[CH:23]=[CH:22][CH:21]=[CH:20][CH:19]=3)=[N:12][N:13]=2)[C:9]2[CH:24]=[CH:25][CH:26]=[CH:27][C:8]1=2)([CH3:3])[CH3:2].[F:37][C:38]1[CH:39]=[C:40]2[C:44](=[CH:45][CH:46]=1)[NH:43][CH:42]=[C:41]2[CH:47]=O. (5) Given the product [C:1]([C:3]1[CH:4]=[C:5]([C:13]2[O:17][N:16]=[C:15]([C:18]3[CH:26]=[C:25]4[C:21]([C:22]([CH2:27][CH2:28][C:29]([OH:31])=[O:30])=[CH:23][NH:24]4)=[CH:20][C:19]=3[F:34])[N:14]=2)[CH:6]=[CH:7][C:8]=1[O:9][CH:10]([CH3:12])[CH3:11])#[N:2], predict the reactants needed to synthesize it. The reactants are: [C:1]([C:3]1[CH:4]=[C:5]([C:13]2[O:17][N:16]=[C:15]([C:18]3[CH:26]=[C:25]4[C:21]([C:22]([CH2:27][CH2:28][C:29]([O:31]CC)=[O:30])=[CH:23][NH:24]4)=[CH:20][C:19]=3[F:34])[N:14]=2)[CH:6]=[CH:7][C:8]=1[O:9][CH:10]([CH3:12])[CH3:11])#[N:2].[OH-].[Na+].Cl.